From a dataset of Forward reaction prediction with 1.9M reactions from USPTO patents (1976-2016). Predict the product of the given reaction. (1) Given the reactants C([Si](C)(C)[O:6][CH2:7][CH2:8][O:9][C:10]1[CH:11]=[C:12]([CH:33]=[CH:34][CH:35]=1)[CH2:13][N:14]([CH3:32])[C:15]1[NH:16][C:17]2[C:22]([C:23](=[O:25])[N:24]=1)=[C:21]([O:26][CH3:27])[C:20]([O:28][CH3:29])=[C:19]([O:30][CH3:31])[CH:18]=2)(C)(C)C.[N+](CCCC)(CCCC)(CCCC)CCCC.[F-], predict the reaction product. The product is: [OH:6][CH2:7][CH2:8][O:9][C:10]1[CH:11]=[C:12]([CH:33]=[CH:34][CH:35]=1)[CH2:13][N:14]([CH3:32])[C:15]1[NH:16][C:17]2[C:22]([C:23](=[O:25])[N:24]=1)=[C:21]([O:26][CH3:27])[C:20]([O:28][CH3:29])=[C:19]([O:30][CH3:31])[CH:18]=2. (2) Given the reactants [F:1][C:2]1[CH:7]=[CH:6][C:5]([C:8]2[CH:13]([OH:14])[CH2:12][N:11]([C:15]3[N:20]=[CH:19][N:18]([CH2:21][C:22]4[S:23][C:24]([C:27]([F:30])([F:29])[F:28])=[CH:25][CH:26]=4)[C:17](=[O:31])[N:16]=3)[CH2:10][CH:9]=2)=[CH:4][CH:3]=1.[Cu](C#N)C#N.[Cl-].[Na+].CN(C)[CH:41]=[O:42], predict the reaction product. The product is: [CH:41]([O:14][CH:13]1[C:8]([C:5]2[CH:4]=[CH:3][C:2]([F:1])=[CH:7][CH:6]=2)=[CH:9][CH2:10][N:11]([C:15]2[N:20]=[CH:19][N:18]([CH2:21][C:22]3[S:23][C:24]([C:27]([F:28])([F:29])[F:30])=[CH:25][CH:26]=3)[C:17](=[O:31])[N:16]=2)[CH2:12]1)=[O:42]. (3) Given the reactants [NH2:1][C:2]1[CH:7]=[CH:6][C:5]([C:8]2[CH:9]=[CH:10][N:11]3[C:16]([C:17]=2[CH3:18])=[C:15]([CH:19]2[CH2:21][CH2:20]2)[CH:14]=[C:13]([C:22]([O:24][CH2:25][CH3:26])=[O:23])[C:12]3=[O:27])=[CH:4][CH:3]=1.[C:28](OC(=O)C)(=[O:30])[CH3:29].O, predict the reaction product. The product is: [C:28]([NH:1][C:2]1[CH:3]=[CH:4][C:5]([C:8]2[CH:9]=[CH:10][N:11]3[C:16]([C:17]=2[CH3:18])=[C:15]([CH:19]2[CH2:21][CH2:20]2)[CH:14]=[C:13]([C:22]([O:24][CH2:25][CH3:26])=[O:23])[C:12]3=[O:27])=[CH:6][CH:7]=1)(=[O:30])[CH3:29]. (4) Given the reactants [CH2:1]([O:3][C:4](/[C:6](=[CH:11]/[C:12]1[O:13][C:14]([CH3:17])=[CH:15][CH:16]=1)/[CH2:7][C:8]([OH:10])=O)=[O:5])[CH3:2].[C:18](OC(=O)C)(=[O:20])[CH3:19].C([O-])(=O)C.[Na+], predict the reaction product. The product is: [C:18]([O:10][C:8]1[C:16]2[CH:15]=[C:14]([CH3:17])[O:13][C:12]=2[CH:11]=[C:6]([C:4]([O:3][CH2:1][CH3:2])=[O:5])[CH:7]=1)(=[O:20])[CH3:19]. (5) The product is: [CH2:1]([O:8][C@@H:9]1[C:13]([CH2:20][O:21][S:22]([CH3:25])(=[O:24])=[O:23])([CH2:14][O:15][S:16]([CH3:19])(=[O:18])=[O:17])[O:12][C@@H:11]([N:26]2[CH:34]=[N:33][C:32]3[C:27]2=[N:28][CH:29]=[N:30][C:31]=3[NH:35][C:36](=[O:43])[C:37]2[CH:42]=[CH:41][CH:40]=[CH:39][CH:38]=2)[C@H:10]1[I:52])[C:2]1[CH:7]=[CH:6][CH:5]=[CH:4][CH:3]=1. Given the reactants [CH2:1]([O:8][C@@H:9]1[C:13]([CH2:20][O:21][S:22]([CH3:25])(=[O:24])=[O:23])([CH2:14][O:15][S:16]([CH3:19])(=[O:18])=[O:17])[O:12][C@@H:11]([N:26]2[CH:34]=[N:33][C:32]3[C:27]2=[N:28][CH:29]=[N:30][C:31]=3[NH:35][C:36](=[O:43])[C:37]2[CH:42]=[CH:41][CH:40]=[CH:39][CH:38]=2)[C@@H:10]1OS(C(F)(F)F)(=O)=O)[C:2]1[CH:7]=[CH:6][CH:5]=[CH:4][CH:3]=1.[I-:52].[Li+], predict the reaction product. (6) Given the reactants [F:1][C:2]1[CH:7]=[C:6]([S:8][CH3:9])[CH:5]=[CH:4][C:3]=1[NH:10][C:11]1[C:12]([C:19]([NH:21][O:22][CH2:23][CH2:24][O:25]C=C)=[O:20])=[N:13][N:14]([CH3:18])[C:15](=[O:17])[CH:16]=1.Cl, predict the reaction product. The product is: [F:1][C:2]1[CH:7]=[C:6]([S:8][CH3:9])[CH:5]=[CH:4][C:3]=1[NH:10][C:11]1[C:12]([C:19]([NH:21][O:22][CH2:23][CH2:24][OH:25])=[O:20])=[N:13][N:14]([CH3:18])[C:15](=[O:17])[CH:16]=1.